Dataset: Reaction yield outcomes from USPTO patents with 853,638 reactions. Task: Predict the reaction yield, written as a fraction of the theoretical maximum amount of product (1.0 means a 100% yield; for example, 0.34 means a 34% yield). (1) The reactants are [CH2:1]([N:8]1[CH2:16][C:15]2[C:10](=[CH:11][CH:12]=[C:13]([C:17]3(O)[CH2:21][CH2:20][O:19][CH:18]3[CH3:22])[CH:14]=2)[CH2:9]1)[C:2]1[CH:7]=[CH:6][CH:5]=[CH:4][CH:3]=1.C(N(CC)CC)C.CS(Cl)(=O)=O.C1CCN2C(=NCCC2)CC1. The catalyst is ClCCl. The product is [CH2:1]([N:8]1[CH2:16][C:15]2[C:10](=[CH:11][CH:12]=[C:13]([C:17]3[CH:18]([CH3:22])[O:19][CH2:20][CH:21]=3)[CH:14]=2)[CH2:9]1)[C:2]1[CH:3]=[CH:4][CH:5]=[CH:6][CH:7]=1. The yield is 0.330. (2) The reactants are [Cl:1][C:2]1[CH:7]=[CH:6][CH:5]=[C:4]([Cl:8])[C:3]=1[CH2:9][C:10]1[C:14]([C:15](OC)=[O:16])=[C:13]([CH:19]([CH3:21])[CH3:20])[O:12][N:11]=1.[H-].C([Al+]CC(C)C)C(C)C.C1(C)C=CC=CC=1.[OH-].[Na+]. The catalyst is O1CCCC1.O.CO. The product is [Cl:1][C:2]1[CH:7]=[CH:6][CH:5]=[C:4]([Cl:8])[C:3]=1[CH2:9][C:10]1[C:14]([CH2:15][OH:16])=[C:13]([CH:19]([CH3:21])[CH3:20])[O:12][N:11]=1. The yield is 0.990. (3) The reactants are Br.Br[CH2:3][C:4]([C:6]1[CH:11]=[CH:10][N:9]=[CH:8][CH:7]=1)=O.[Br:12][C:13]1[CH:14]=[C:15]([NH:19][C:20]([NH2:22])=[S:21])[CH:16]=[CH:17][CH:18]=1.N. The catalyst is CCO.O. The product is [Br:12][C:13]1[CH:14]=[C:15]([NH:19][C:20]2[S:21][CH:3]=[C:4]([C:6]3[CH:11]=[CH:10][N:9]=[CH:8][CH:7]=3)[N:22]=2)[CH:16]=[CH:17][CH:18]=1. The yield is 0.720. (4) The reactants are [Cl:1][CH2:2][C:3]([C:5]1[CH:10]=[CH:9][CH:8]=[CH:7][CH:6]=1)=[O:4].[S:11]1[CH:15]=[CH:14][C:13]2[CH:16]=[CH:17][CH:18]=[C:19]([CH:20]([NH:32][C:33]3[CH:38]=[CH:37][CH:36]=[CH:35][CH:34]=3)[C:21]([O:23][C@@H:24]3[CH:29]4[CH2:30][CH2:31][N:26]([CH2:27][CH2:28]4)[CH2:25]3)=[O:22])[C:12]1=2. The yield is 0.212. The catalyst is CCOC(C)=O. The product is [Cl-:1].[S:11]1[CH:15]=[CH:14][C:13]2[CH:16]=[CH:17][CH:18]=[C:19]([CH:20]([NH:32][C:33]3[CH:38]=[CH:37][CH:36]=[CH:35][CH:34]=3)[C:21]([O:23][C@@H:24]3[CH:29]4[CH2:28][CH2:27][N+:26]([CH2:2][C:3](=[O:4])[C:5]5[CH:10]=[CH:9][CH:8]=[CH:7][CH:6]=5)([CH2:31][CH2:30]4)[CH2:25]3)=[O:22])[C:12]1=2. (5) The reactants are [NH2:1][C@@H:2]([C:11]1[CH:16]=[CH:15][CH:14]=[CH:13][CH:12]=1)[C:3]([F:10])([F:9])[C:4]([O:6][CH2:7][CH3:8])=[O:5].[CH3:17][C:18]([O:21][C:22](O[C:22]([O:21][C:18]([CH3:20])([CH3:19])[CH3:17])=[O:23])=[O:23])([CH3:20])[CH3:19].C([O-])(O)=O.[Na+]. The catalyst is C1COCC1.O. The product is [C:18]([O:21][C:22]([NH:1][C@@H:2]([C:11]1[CH:16]=[CH:15][CH:14]=[CH:13][CH:12]=1)[C:3]([F:9])([F:10])[C:4]([O:6][CH2:7][CH3:8])=[O:5])=[O:23])([CH3:20])([CH3:19])[CH3:17]. The yield is 0.930. (6) The reactants are [OH:1][CH2:2][CH2:3][CH2:4][NH:5][CH2:6][CH2:7][NH2:8].CCN(C(C)C)C(C)C.[CH3:18][C:19]([Si:22](Cl)([CH3:24])[CH3:23])([CH3:21])[CH3:20].C(Cl)Cl.CN([CH:32]=[O:33])C. No catalyst specified. The product is [Si:22]([O:1][CH2:2][CH2:3][CH2:4][N:5]1[CH2:6][CH2:7][NH:8][C:32]1=[O:33])([C:19]([CH3:21])([CH3:20])[CH3:18])([CH3:24])[CH3:23]. The yield is 0.980. (7) The reactants are [C:1]([O:5][C:6]([N:8]1[CH2:13][CH2:12][CH2:11][CH:10]([C:14]([OH:16])=O)[CH2:9]1)=[O:7])([CH3:4])([CH3:3])[CH3:2].C(N(CC)CC)C.F[P-](F)(F)(F)(F)F.N1(O[P+](N2CCCC2)(N2CCCC2)N2CCCC2)C2C=CC=CC=2N=N1.[CH3:57][NH:58][O:59][CH3:60]. The catalyst is ClCCl. The product is [C:1]([O:5][C:6]([N:8]1[CH2:13][CH2:12][CH2:11][CH:10]([C:14]([N:58]([O:59][CH3:60])[CH3:57])=[O:16])[CH2:9]1)=[O:7])([CH3:2])([CH3:3])[CH3:4]. The yield is 0.960.